From a dataset of Catalyst prediction with 721,799 reactions and 888 catalyst types from USPTO. Predict which catalyst facilitates the given reaction. (1) Reactant: [CH3:1][CH2:2][O:3][C:4]([CH:6](P(OCC)(OCC)=O)[F:7])=[O:5].[Mg+2].[Br-].[Br-].C(N(CC)CC)C.[N:26]1[CH:31]=[CH:30][CH:29]=[N:28][C:27]=1[C:32]1[CH:39]=[CH:38][C:35]([CH:36]=O)=[CH:34][CH:33]=1. Product: [CH2:2]([O:3][C:4](=[O:5])/[C:6](/[F:7])=[CH:36]/[C:35]1[CH:34]=[CH:33][C:32]([C:27]2[N:26]=[CH:31][CH:30]=[CH:29][N:28]=2)=[CH:39][CH:38]=1)[CH3:1]. The catalyst class is: 1. (2) Reactant: Cl[CH2:2][CH2:3][C:4]([C:6]1[CH:11]=[CH:10][C:9]([CH2:12][CH3:13])=[C:8]([CH2:14][CH3:15])[CH:7]=1)=[O:5]. Product: [CH2:12]([C:9]1[CH:10]=[C:11]2[C:6](=[CH:7][C:8]=1[CH2:14][CH3:15])[C:4](=[O:5])[CH2:3][CH2:2]2)[CH3:13]. The catalyst class is: 65. (3) Reactant: FC(F)(F)C(O)=O.[N:8]1([CH2:13][C:14]2[CH:19]=[CH:18][C:17]([C:20]3[CH:24]=[C:23]([CH2:25][CH:26]([CH3:28])[CH3:27])[S:22][C:21]=3[C:29]([NH:31]C(C)(C)C)=[O:30])=[CH:16][CH:15]=2)[CH:12]=[CH:11][N:10]=[CH:9]1. Product: [N:8]1([CH2:13][C:14]2[CH:19]=[CH:18][C:17]([C:20]3[CH:24]=[C:23]([CH2:25][CH:26]([CH3:27])[CH3:28])[S:22][C:21]=3[C:29]([NH2:31])=[O:30])=[CH:16][CH:15]=2)[CH:12]=[CH:11][N:10]=[CH:9]1. The catalyst class is: 520. (4) Product: [F:32][C:29]([F:30])([F:31])[C:27]1[CH:26]=[C:5]([CH:4]=[C:3]([C:2]([F:1])([F:33])[F:34])[CH:28]=1)[CH2:6][N:7]1[C:11]([N:12]2[CH2:17][CH2:16][O:15][CH2:14][CH2:13]2)=[C:10]([CH:18]=[O:19])[N:9]=[N:8]1. Reactant: [F:1][C:2]([F:34])([F:33])[C:3]1[CH:4]=[C:5]([CH:26]=[C:27]([C:29]([F:32])([F:31])[F:30])[CH:28]=1)[CH2:6][N:7]1[C:11]([N:12]2[CH2:17][CH2:16][O:15][CH2:14][CH2:13]2)=[C:10]([C:18](N2CCOCC2)=[O:19])[N:9]=[N:8]1.[H-].C([Al+]CC(C)C)C(C)C. The catalyst class is: 182. (5) Reactant: [CH2:1]([O:3][C:4]([C:6]1([C:28]([O:30][CH2:31][CH3:32])=[O:29])[CH2:10][CH2:9][C:8](=[O:11])[N:7]1[C:12]1[CH:13]=[N:14][C:15]([O:18][C:19]2[CH:24]=[CH:23][C:22]([C:25]([OH:27])=O)=[CH:21][CH:20]=2)=[CH:16][CH:17]=1)=[O:5])[CH3:2].O.O[N:35]1C2C=CC=CC=2N=[N:36]1.ClCCCl.C(Cl)Cl. Product: [CH2:31]([O:30][C:28]([C:6]1([C:4]([O:3][CH2:1][CH3:2])=[O:5])[CH2:10][CH2:9][C:8](=[O:11])[N:7]1[C:12]1[CH:13]=[N:14][C:15]([O:18][C:19]2[CH:24]=[CH:23][C:22]([C:25]([NH:35][NH2:36])=[O:27])=[CH:21][CH:20]=2)=[CH:16][CH:17]=1)=[O:29])[CH3:32]. The catalyst class is: 13. (6) Reactant: [N:1]([C:4]1[CH:5]=[C:6]([CH:11]=[CH:12][CH:13]=1)[C:7]([O:9][CH3:10])=[O:8])=[C:2]=[S:3].[N+]([O-])(O)=O.[CH3:18][C:19]1[CH:23]=[C:22]([CH3:24])[N:21]([C:25]([NH2:27])=[NH:26])[N:20]=1.[OH-].[K+]. Product: [CH3:18][C:19]1[CH:23]=[C:22]([CH3:24])[N:21]([C:25](=[NH:26])[NH:27][C:2](=[S:3])[NH:1][C:4]2[CH:5]=[C:6]([CH:11]=[CH:12][CH:13]=2)[C:7]([O:9][CH3:10])=[O:8])[N:20]=1. The catalyst class is: 39. (7) Reactant: [C:1]([O:5][C:6](=[O:39])[NH:7][C@@H:8]1[CH2:13][CH2:12][CH2:11][N:10]([C:14]2[C:19](Br)=[CH:18][N:17]=[C:16]3[NH:21][CH:22]=[C:23]([NH:24][C:25]([C:27]4[CH:28]=[N:29][N:30]([CH2:32][C:33]5[CH:38]=[CH:37][CH:36]=[CH:35][CH:34]=5)[CH:31]=4)=[O:26])[C:15]=23)[CH2:9]1)([CH3:4])([CH3:3])[CH3:2].[C:40]([Zn]C#N)#[N:41]. Product: [C:1]([O:5][C:6](=[O:39])[NH:7][C@@H:8]1[CH2:13][CH2:12][CH2:11][N:10]([C:14]2[C:19]([C:40]#[N:41])=[CH:18][N:17]=[C:16]3[NH:21][CH:22]=[C:23]([NH:24][C:25]([C:27]4[CH:28]=[N:29][N:30]([CH2:32][C:33]5[CH:38]=[CH:37][CH:36]=[CH:35][CH:34]=5)[CH:31]=4)=[O:26])[C:15]=23)[CH2:9]1)([CH3:4])([CH3:3])[CH3:2]. The catalyst class is: 455. (8) Reactant: [Cl:1][C:2]1[C:8]([F:9])=[CH:7][C:5]([NH2:6])=[C:4]([F:10])[CH:3]=1.Cl[C:12]([O:14][CH2:15][CH3:16])=[O:13]. Product: [Cl:1][C:2]1[C:8]([F:9])=[CH:7][C:5]([NH:6][C:12](=[O:13])[O:14][CH2:15][CH3:16])=[C:4]([F:10])[CH:3]=1. The catalyst class is: 17. (9) Reactant: [O:1]1[CH2:6][CH2:5][N:4]([CH2:7][C:8]2[CH:15]=[CH:14][C:11]([CH:12]=O)=[CH:10][CH:9]=2)[CH2:3][CH2:2]1.[O:16]1[C:20]([C:21]2[CH:26]=[CH:25][C:24]([NH:27][NH2:28])=[CH:23][CH:22]=2)=[CH:19][N:18]=[CH:17]1. Product: [O:16]1[C:20]([C:21]2[CH:22]=[CH:23][C:24]([NH:27][N:28]=[CH:12][C:11]3[CH:14]=[CH:15][C:8]([CH2:7][N:4]4[CH2:5][CH2:6][O:1][CH2:2][CH2:3]4)=[CH:9][CH:10]=3)=[CH:25][CH:26]=2)=[CH:19][N:18]=[CH:17]1. The catalyst class is: 8. (10) Reactant: Cl[C:2]1[C:7]([C:8]([O:10][CH2:11][CH3:12])=[O:9])=[CH:6][N:5]=[C:4]([N:13]2[CH2:18][CH2:17][O:16][CH2:15][CH2:14]2)[N:3]=1.[CH3:19][O:20][C:21]1[CH:28]=[CH:27][C:24]([CH2:25][NH2:26])=[CH:23][CH:22]=1.C(N(C(C)C)CC)(C)C. Product: [CH3:19][O:20][C:21]1[CH:28]=[CH:27][C:24]([CH2:25][NH:26][C:2]2[C:7]([C:8]([O:10][CH2:11][CH3:12])=[O:9])=[CH:6][N:5]=[C:4]([N:13]3[CH2:18][CH2:17][O:16][CH2:15][CH2:14]3)[N:3]=2)=[CH:23][CH:22]=1. The catalyst class is: 729.